This data is from Reaction yield outcomes from USPTO patents with 853,638 reactions. The task is: Predict the reaction yield, written as a fraction of the theoretical maximum amount of product (1.0 means a 100% yield; for example, 0.34 means a 34% yield). (1) The reactants are C(OC(=O)[NH:7][CH2:8][CH2:9][CH2:10][NH:11][CH2:12][C:13]1[N:18]([CH2:19][C:20]2[CH:25]=[CH:24][CH:23]=[CH:22][CH:21]=2)[C:17](=[O:26])[C:16]2=[C:27]([Cl:30])[CH:28]=[CH:29][N:15]2[N:14]=1)(C)(C)C.CCN(CC)CC.[Cl:39][C:40]1[CH:48]=[CH:47][C:43]([C:44](Cl)=[O:45])=[CH:42][CH:41]=1.Cl. The catalyst is C(Cl)Cl.O1CCOCC1.C(#N)C.O. The product is [ClH:30].[NH2:7][CH2:8][CH2:9][CH2:10][N:11]([CH2:12][C:13]1[N:18]([CH2:19][C:20]2[CH:25]=[CH:24][CH:23]=[CH:22][CH:21]=2)[C:17](=[O:26])[C:16]2=[C:27]([Cl:30])[CH:28]=[CH:29][N:15]2[N:14]=1)[C:44](=[O:45])[C:43]1[CH:47]=[CH:48][C:40]([Cl:39])=[CH:41][CH:42]=1. The yield is 0.510. (2) The reactants are Br[C:2]1[CH:3]=[N:4][CH:5]=[CH:6][C:7]=1[CH3:8].[C:9]1([CH2:15][SH:16])[CH:14]=[CH:13][CH:12]=[CH:11][CH:10]=1.C(N(CC)C(C)C)(C)C.C1(P(C2C=CC=CC=2)C2C3OC4C(=CC=CC=4P(C4C=CC=CC=4)C4C=CC=CC=4)C(C)(C)C=3C=CC=2)C=CC=CC=1. The catalyst is C1(C)C=CC=CC=1.C1C=CC(/C=C/C(/C=C/C2C=CC=CC=2)=O)=CC=1.C1C=CC(/C=C/C(/C=C/C2C=CC=CC=2)=O)=CC=1.C1C=CC(/C=C/C(/C=C/C2C=CC=CC=2)=O)=CC=1.[Pd].[Pd]. The product is [CH2:15]([S:16][C:2]1[CH:3]=[N:4][CH:5]=[CH:6][C:7]=1[CH3:8])[C:9]1[CH:14]=[CH:13][CH:12]=[CH:11][CH:10]=1. The yield is 0.590.